Regression/Classification. Given a drug SMILES string, predict its absorption, distribution, metabolism, or excretion properties. Task type varies by dataset: regression for continuous measurements (e.g., permeability, clearance, half-life) or binary classification for categorical outcomes (e.g., BBB penetration, CYP inhibition). For this dataset (clearance_microsome_az), we predict log10(clearance) (log10 of the in vitro intrinsic clearance, CLint, in uL/min per mg of human liver microsomal protein, equivalently mL/min/g; values are censored to the assay range of 3 to 150, which is 0.477 to 2.18 on this log10 scale). From a dataset of Microsomal clearance measurements from AstraZeneca. The compound is Cc1ccc(NC(=O)c2ccc(C#N)cc2)cc1-n1cnc2ccc(N3CCN(C)CC3)cc2c1=O. The log10(clearance) is 0.850.